This data is from NCI-60 drug combinations with 297,098 pairs across 59 cell lines. The task is: Regression. Given two drug SMILES strings and cell line genomic features, predict the synergy score measuring deviation from expected non-interaction effect. (1) Drug 1: CC1=CC2C(CCC3(C2CCC3(C(=O)C)OC(=O)C)C)C4(C1=CC(=O)CC4)C. Drug 2: CC1=C(C(=CC=C1)Cl)NC(=O)C2=CN=C(S2)NC3=CC(=NC(=N3)C)N4CCN(CC4)CCO. Cell line: DU-145. Synergy scores: CSS=2.25, Synergy_ZIP=0.900, Synergy_Bliss=5.81, Synergy_Loewe=-6.73, Synergy_HSA=-0.754. (2) Drug 1: C1C(C(OC1N2C=NC3=C(N=C(N=C32)Cl)N)CO)O. Drug 2: CC1=C(C=C(C=C1)C(=O)NC2=CC(=CC(=C2)C(F)(F)F)N3C=C(N=C3)C)NC4=NC=CC(=N4)C5=CN=CC=C5. Cell line: CCRF-CEM. Synergy scores: CSS=62.1, Synergy_ZIP=2.23, Synergy_Bliss=2.08, Synergy_Loewe=1.73, Synergy_HSA=2.93. (3) Drug 1: CCC1=C2CN3C(=CC4=C(C3=O)COC(=O)C4(CC)O)C2=NC5=C1C=C(C=C5)O. Drug 2: C1CN(CCN1C(=O)CCBr)C(=O)CCBr. Cell line: SF-295. Synergy scores: CSS=48.8, Synergy_ZIP=-9.92, Synergy_Bliss=-2.64, Synergy_Loewe=-5.72, Synergy_HSA=2.29. (4) Drug 1: C1CCC(CC1)NC(=O)N(CCCl)N=O. Drug 2: CCCCCOC(=O)NC1=NC(=O)N(C=C1F)C2C(C(C(O2)C)O)O. Cell line: HOP-92. Synergy scores: CSS=21.8, Synergy_ZIP=-8.78, Synergy_Bliss=-9.04, Synergy_Loewe=-13.1, Synergy_HSA=-7.76.